Dataset: Catalyst prediction with 721,799 reactions and 888 catalyst types from USPTO. Task: Predict which catalyst facilitates the given reaction. (1) Reactant: [Cl:1][C:2]1[CH:7]=[CH:6][CH:5]=[CH:4][C:3]=1[CH:8]([O:10][C:11](=[O:34])[NH:12][C:13]1[C:14]([CH3:33])=[N:15][O:16][C:17]=1[C:18]1[CH:23]=[CH:22][C:21](B2OC(C)(C)C(C)(C)O2)=[CH:20][CH:19]=1)[CH3:9].C[O:36][C:37](=[O:46])[CH2:38][C:39]1[CH:40]=[N:41][C:42](Cl)=[CH:43][CH:44]=1. Product: [Cl:1][C:2]1[CH:7]=[CH:6][CH:5]=[CH:4][C:3]=1[CH:8]([O:10][C:11]([NH:12][C:13]1[C:14]([CH3:33])=[N:15][O:16][C:17]=1[C:18]1[CH:19]=[CH:20][C:21]([C:42]2[N:41]=[CH:40][C:39]([CH2:38][C:37]([OH:46])=[O:36])=[CH:44][CH:43]=2)=[CH:22][CH:23]=1)=[O:34])[CH3:9]. The catalyst class is: 73. (2) Reactant: [CH3:1][O:2][C:3](=[O:15])[C:4](O)=[CH:5][C:6](=O)[C:7]1[CH:8]=[N:9][CH:10]=[CH:11][CH:12]=1.Cl.[Cl:17][C:18]1[CH:19]=[C:20]([NH:25][NH2:26])[CH:21]=[CH:22][C:23]=1[Cl:24]. Product: [ClH:17].[CH3:1][O:2][C:3]([C:4]1[CH:5]=[C:6]([C:7]2[CH:8]=[N:9][CH:10]=[CH:11][CH:12]=2)[N:25]([C:20]2[CH:21]=[CH:22][C:23]([Cl:24])=[C:18]([Cl:17])[CH:19]=2)[N:26]=1)=[O:15]. The catalyst class is: 14. (3) Reactant: [CH3:1][C:2]1[CH:10]=[C:9]([CH3:11])[CH:8]=[CH:7][C:3]=1[C:4]([OH:6])=[O:5].C(Cl)CCl.O[CH2:17][C:18]1[CH:23]=[CH:22][C:21]([CH:24]([C:34]([NH:36][C:37]2[CH:38]=[C:39]3[C:44](=[CH:45][CH:46]=2)[CH:43]=[N:42][CH:41]=[CH:40]3)=[O:35])[CH2:25][NH:26][C:27](=[O:33])[O:28][C:29]([CH3:32])([CH3:31])[CH3:30])=[CH:20][CH:19]=1. Product: [CH3:1][C:2]1[CH:10]=[C:9]([CH3:11])[CH:8]=[CH:7][C:3]=1[C:4]([O:6][CH2:17][C:18]1[CH:19]=[CH:20][C:21]([CH:24]([CH2:25][NH:26][C:27]([O:28][C:29]([CH3:32])([CH3:31])[CH3:30])=[O:33])[C:34]([NH:36][C:37]2[CH:38]=[C:39]3[C:44](=[CH:45][CH:46]=2)[CH:43]=[N:42][CH:41]=[CH:40]3)=[O:35])=[CH:22][CH:23]=1)=[O:5]. The catalyst class is: 383.